From a dataset of Forward reaction prediction with 1.9M reactions from USPTO patents (1976-2016). Predict the product of the given reaction. Given the reactants C(O[C:5](=[O:7])[CH3:6])(=O)C.Br.[NH2:9][C:10]1[S:11][C:12]([Br:15])=[CH:13][N:14]=1.C(N(CC)CC)C.[OH-].[Na+], predict the reaction product. The product is: [Br:15][C:12]1[S:11][C:10]([NH:9][C:5](=[O:7])[CH3:6])=[N:14][CH:13]=1.